This data is from Reaction yield outcomes from USPTO patents with 853,638 reactions. The task is: Predict the reaction yield, written as a fraction of the theoretical maximum amount of product (1.0 means a 100% yield; for example, 0.34 means a 34% yield). (1) The reactants are [F:1][C:2]1[CH:3]=[C:4]([C:9]2[CH:10]=[C:11]([CH2:20]OS(C)(=O)=O)[C:12](=[O:19])[N:13]([CH2:15][CH:16]([CH3:18])[CH3:17])[N:14]=2)[CH:5]=[CH:6][C:7]=1[CH3:8].[CH3:26][NH:27][CH3:28]. The catalyst is O. The product is [CH3:26][N:27]([CH2:20][C:11]1[C:12](=[O:19])[N:13]([CH2:15][CH:16]([CH3:18])[CH3:17])[N:14]=[C:9]([C:4]2[CH:5]=[CH:6][C:7]([CH3:8])=[C:2]([F:1])[CH:3]=2)[CH:10]=1)[CH3:28]. The yield is 0.809. (2) The yield is 0.530. The catalyst is CN(C=O)C. The product is [Cl:1][C:2]1[N:10]=[CH:9][CH:8]=[C:7]([I:11])[C:3]=1[C:4]([NH:15][C:14]1[CH:16]=[CH:17][C:18]([F:20])=[CH:19][C:13]=1[F:12])=[O:6]. The reactants are [Cl:1][C:2]1[N:10]=[CH:9][CH:8]=[C:7]([I:11])[C:3]=1[C:4]([OH:6])=O.[F:12][C:13]1[CH:19]=[C:18]([F:20])[CH:17]=[CH:16][C:14]=1[NH2:15].C1CN([P+](Br)(N2CCCC2)N2CCCC2)CC1.F[P-](F)(F)(F)(F)F.CCN(C(C)C)C(C)C. (3) The reactants are Br[C:2]1[S:6][C:5]([C:7]2[CH:12]=[CH:11][C:10]([Cl:13])=[CH:9][CH:8]=2)=[N:4][C:3]=1[CH2:14][OH:15].P([O-])([O-])([O-])=O.[Na+].[Na+].[Na+].B1(C=C)O[C:27](C)(C)[C:26](C)(C)O1.O. The catalyst is COCCOC.O.C1C=CC(P(C2C=CC=CC=2)[C-]2C=CC=C2)=CC=1.C1C=CC(P(C2C=CC=CC=2)[C-]2C=CC=C2)=CC=1.Cl[Pd]Cl.[Fe+2]. The product is [Cl:13][C:10]1[CH:11]=[CH:12][C:7]([C:5]2[S:6][C:2]([CH:26]=[CH2:27])=[C:3]([CH2:14][OH:15])[N:4]=2)=[CH:8][CH:9]=1. The yield is 0.630. (4) The reactants are [NH2:1][C:2]1[C:7]([NH2:8])=[CH:6][CH:5]=[C:4]([CH3:9])[N:3]=1.[C:10]([CH2:12][C:13](OCC)=O)#[N:11]. No catalyst specified. The product is [CH3:9][C:4]1[N:3]=[C:2]2[N:1]=[C:13]([CH2:12][C:10]#[N:11])[NH:8][C:7]2=[CH:6][CH:5]=1. The yield is 0.810. (5) The reactants are [CH3:1][C:2]1[O:6][N:5]=[C:4]([C:7]2[CH:12]=[CH:11][CH:10]=[CH:9][CH:8]=2)[C:3]=1[CH2:13][O:14][C:15]1[CH:23]=[CH:22][C:18]([C:19]([OH:21])=O)=[CH:17][N:16]=1.Cl.[NH:25]1[CH2:28][CH:27]([OH:29])[CH2:26]1.O.ON1C2C=CC=CC=2N=N1.C(N(C(C)C)C(C)C)C. The catalyst is C1COCC1. The product is [OH:29][CH:27]1[CH2:28][N:25]([C:19]([C:18]2[CH:17]=[N:16][C:15]([O:14][CH2:13][C:3]3[C:4]([C:7]4[CH:8]=[CH:9][CH:10]=[CH:11][CH:12]=4)=[N:5][O:6][C:2]=3[CH3:1])=[CH:23][CH:22]=2)=[O:21])[CH2:26]1. The yield is 0.910. (6) The reactants are [CH3:1][O:2][C:3]1[CH:23]=[CH:22][C:6]([CH2:7][NH:8][S:9]([C:12]2[CH:21]=[CH:20][C:15]([C:16]([O:18][CH3:19])=[O:17])=[CH:14][CH:13]=2)(=[O:11])=[O:10])=[CH:5][CH:4]=1.[F:24][C:25]1[CH:26]=[C:27]([CH:30]=[CH:31][CH:32]=1)[CH2:28]Br.C(=O)([O-])[O-].[Cs+].[Cs+]. The catalyst is CN(C=O)C.O. The product is [F:24][C:25]1[CH:26]=[C:27]([CH:30]=[CH:31][CH:32]=1)[CH2:28][N:8]([CH2:7][C:6]1[CH:22]=[CH:23][C:3]([O:2][CH3:1])=[CH:4][CH:5]=1)[S:9]([C:12]1[CH:13]=[CH:14][C:15]([C:16]([O:18][CH3:19])=[O:17])=[CH:20][CH:21]=1)(=[O:11])=[O:10]. The yield is 0.800.